From a dataset of Peptide-MHC class I binding affinity with 185,985 pairs from IEDB/IMGT. Regression. Given a peptide amino acid sequence and an MHC pseudo amino acid sequence, predict their binding affinity value. This is MHC class I binding data. The peptide sequence is YFTFDLTAL. The MHC is HLA-A02:16 with pseudo-sequence HLA-A02:16. The binding affinity (normalized) is 0.0847.